From a dataset of Experimental lipophilicity measurements (octanol/water distribution) for 4,200 compounds from AstraZeneca. Regression/Classification. Given a drug SMILES string, predict its absorption, distribution, metabolism, or excretion properties. Task type varies by dataset: regression for continuous measurements (e.g., permeability, clearance, half-life) or binary classification for categorical outcomes (e.g., BBB penetration, CYP inhibition). For this dataset (lipophilicity_astrazeneca), we predict Y. (1) The drug is Cc1ccc(C(=O)c2ccc(CC(=O)O)n2C)cc1. The Y is -1.02 logD. (2) The molecule is Cc1ccccc1-n1c(Cn2nc(-c3ccc(O)c(F)c3)c3c(N)ncnc32)nc2cccc(C)c2c1=O. The Y is 3.55 logD. (3) The molecule is Cc1cc(F)ccc1OC1CCN(CC2CCN([C@@H](Cc3ccc(F)cc3)C(=O)O)CC2)CC1. The Y is 1.81 logD. (4) The molecule is O=C(Nc1cccc(O)c1)c1ccc(OCCCN2CCCC2)cc1OCc1cccc(F)c1. The Y is 3.15 logD. (5) The drug is CC(=O)O[C@@]12CO[C@@H]1C[C@H](O)[C@@]1(C)C(=O)[C@H](O)C3=C(C)[C@@H](OC(=O)[C@H](O)[C@@H](NC(=O)OC(C)(C)C)c4ccccc4)C[C@@](O)([C@@H](OC(=O)c4ccccc4)[C@@H]12)C3(C)C.O.O.O. The Y is 3.40 logD. (6) The compound is O=C1COc2ccc(CNC3CCN(CCN4C(=O)COc5ccc(-c6ccco6)cc54)CC3)nc2N1. The Y is 2.19 logD. (7) The compound is Nc1nccc(-c2ccccc2)n1. The Y is 2.00 logD. (8) The compound is COc1ccc2ncc(F)c(CCN3CCC(NCc4ccc5c(n4)NC(=O)CO5)CC3)c2n1. The Y is 1.78 logD. (9) The molecule is CCc1[nH]nc(NC(=O)Cc2ncc(Oc3ccnc4cc(OC)c(OC)cc34)cc2OC)c1C. The Y is 2.79 logD. (10) The drug is CC(N)(COP(=O)(O)O)C(=O)O. The Y is 2.50 logD.